From a dataset of Catalyst prediction with 721,799 reactions and 888 catalyst types from USPTO. Predict which catalyst facilitates the given reaction. (1) Reactant: C(OC([N:8]1[CH2:12][CH2:11][CH:10]([O:13][C:14]2[CH:19]=[C:18]([NH:20][C:21]([NH:23][C:24]3[CH:25]=[N:26][C:27]([CH3:30])=[CH:28][CH:29]=3)=[O:22])[CH:17]=[C:16]([F:31])[CH:15]=2)[CH2:9]1)=O)(C)(C)C.FC(F)(F)C(O)=O. Product: [F:31][C:16]1[CH:17]=[C:18]([NH:20][C:21]([NH:23][C:24]2[CH:25]=[N:26][C:27]([CH3:30])=[CH:28][CH:29]=2)=[O:22])[CH:19]=[C:14]([O:13][CH:10]2[CH2:11][CH2:12][NH:8][CH2:9]2)[CH:15]=1. The catalyst class is: 4. (2) Reactant: [C:1]([O:5][C:6]([N:8]1[CH2:13][CH2:12][N:11]([C:14]2[C:19]([N+:20]([O-:22])=[O:21])=[C:18](Cl)[N:17]=[CH:16][N:15]=2)[CH2:10][CH2:9]1)=[O:7])([CH3:4])([CH3:3])[CH3:2].[NH2:24][CH2:25][CH2:26][C:27]#[N:28].C(N(CC)CC)C.O. Product: [C:1]([O:5][C:6]([N:8]1[CH2:13][CH2:12][N:11]([C:14]2[C:19]([N+:20]([O-:22])=[O:21])=[C:18]([NH:28][CH2:27][CH2:26][C:25]#[N:24])[N:17]=[CH:16][N:15]=2)[CH2:10][CH2:9]1)=[O:7])([CH3:4])([CH3:3])[CH3:2]. The catalyst class is: 10. (3) Reactant: Cl[C:2]1[CH:10]=[CH:9][C:8]([S:11]([CH3:14])(=[O:13])=[O:12])=[CH:7][C:3]=1[C:4]([OH:6])=[O:5].[F:15][C:16]([F:20])([F:19])[CH2:17][OH:18]. Product: [CH3:14][S:11]([C:8]1[CH:9]=[CH:10][C:2]([O:18][CH2:17][C:16]([F:20])([F:19])[F:15])=[C:3]([CH:7]=1)[C:4]([OH:6])=[O:5])(=[O:13])=[O:12]. The catalyst class is: 424.